The task is: Predict the product of the given reaction.. This data is from Forward reaction prediction with 1.9M reactions from USPTO patents (1976-2016). (1) Given the reactants [CH3:1][C:2]([CH3:16])([CH3:15])[C:3]([O:5][CH2:6][C:7](=[O:14])[C:8]1[CH:9]=[N:10][CH:11]=[CH:12][CH:13]=1)=[O:4].O=C[C@@H]([C@H]([C@@H]([C@@H](CO)O)O)O)O.CCC(COC(C(N(CC[NH+](C)C)C)=O)(C1C=CC=CC=1)C1C=CC=CC=1)CC.[Cl-].[OH-].[Na+], predict the reaction product. The product is: [CH3:1][C:2]([CH3:16])([CH3:15])[C:3]([O:5][CH2:6][C@H:7]([OH:14])[C:8]1[CH:9]=[N:10][CH:11]=[CH:12][CH:13]=1)=[O:4]. (2) Given the reactants Br[C:2]1[C:7]([Cl:8])=[CH:6][C:5]([NH:9][C:10]2[N:14]=[C:13]([NH2:15])[NH:12][N:11]=2)=[CH:4][C:3]=1[Cl:16].CC1(C)C(C)(C)OB([C:25]2[CH:39]=[CH:38][C:28]([O:29][CH2:30][CH2:31][N:32]3[CH2:37][CH2:36][O:35][CH2:34][CH2:33]3)=[CH:27][CH:26]=2)O1.O1CCOCC1.O.C(=O)([O-])[O-].[K+].[K+], predict the reaction product. The product is: [Cl:16][C:3]1[CH:4]=[C:5]([NH:9][C:10]2[N:14]=[C:13]([NH2:15])[NH:12][N:11]=2)[CH:6]=[C:7]([Cl:8])[C:2]=1[C:25]1[CH:39]=[CH:38][C:28]([O:29][CH2:30][CH2:31][N:32]2[CH2:33][CH2:34][O:35][CH2:36][CH2:37]2)=[CH:27][CH:26]=1. (3) Given the reactants [I:1][C:2]1[C:10]2[C:5](=[N:6][CH:7]=[C:8]([N+:11]([O-:13])=[O:12])[CH:9]=2)[NH:4][N:3]=1.C(=O)([O-])[O-].[Cs+].[Cs+].[CH3:20][O:21][C:22]1[CH:29]=[CH:28][C:25]([CH2:26]Cl)=[CH:24][CH:23]=1.O, predict the reaction product. The product is: [I:1][C:2]1[C:10]2[C:5](=[N:6][CH:7]=[C:8]([N+:11]([O-:13])=[O:12])[CH:9]=2)[N:4]([CH2:26][C:25]2[CH:28]=[CH:29][C:22]([O:21][CH3:20])=[CH:23][CH:24]=2)[N:3]=1. (4) Given the reactants [H-].[Na+].[F:3][C:4]1[CH:9]=[CH:8][C:7]([C@H:10]([OH:19])[CH2:11][C@H:12]([CH2:16][CH:17]=[CH2:18])[C:13]([OH:15])=[O:14])=[CH:6][C:5]=1[CH3:20].[CH3:21]I, predict the reaction product. The product is: [F:3][C:4]1[CH:9]=[CH:8][C:7]([C@H:10]([O:19][CH3:21])[CH2:11][C@H:12]([CH2:16][CH:17]=[CH2:18])[C:13]([OH:15])=[O:14])=[CH:6][C:5]=1[CH3:20]. (5) Given the reactants ClC(Cl)([O:4]C(=O)OC(Cl)(Cl)Cl)Cl.[C:13]([O:16][CH2:17][CH2:18][N:19]([CH2:21]C1C=CC=CC=1)C)(=[O:15])[CH3:14].[CH2:28]([Cl:30])Cl, predict the reaction product. The product is: [C:13]([O:16][CH2:17][CH2:18][N:19]([C:28]([Cl:30])=[O:4])[CH3:21])(=[O:15])[CH3:14]. (6) The product is: [CH3:19][N:18]1[C:20]2[CH:9]=[CH:10][CH:11]=[CH:6][C:7]=2[N:3]([CH3:15])[S:4]1(=[O:13])=[O:12]. Given the reactants [H-].[Na+].[NH:3]1[C:7]2C=[CH:9][CH:10]=[CH:11][C:6]=2N[S:4]1(=[O:13])=[O:12].I[CH3:15].O.C[N:18]([CH:20]=O)[CH3:19], predict the reaction product.